This data is from HIV replication inhibition screening data with 41,000+ compounds from the AIDS Antiviral Screen. The task is: Binary Classification. Given a drug SMILES string, predict its activity (active/inactive) in a high-throughput screening assay against a specified biological target. The drug is CCCCn1cc(C(=O)O)c(=O)c2c3sccc3ccc21. The result is 0 (inactive).